This data is from Forward reaction prediction with 1.9M reactions from USPTO patents (1976-2016). The task is: Predict the product of the given reaction. (1) Given the reactants [N+:1]([C:4]1[CH:5]=[C:6]2[C:10](=[CH:11][CH:12]=1)[NH:9][C:8](=[O:13])/[C:7]/2=[CH:14]\[C:15]1[NH:19][C:18]([CH3:20])=[C:17]([C:21]([OH:23])=O)[C:16]=1[CH3:24])([O-:3])=[O:2].Cl.C(N=C=NCCCN(C)C)C.OC1C2N=NNC=2C=CC=1.C(N(CC)CC)C.[NH2:54][C:55]1[CH:60]=[CH:59][CH:58]=[CH:57][C:56]=1[NH:61][C:62](=[O:73])[C:63]1[CH:68]=[CH:67][C:66]([NH:69][CH2:70][CH2:71][NH2:72])=[N:65][CH:64]=1, predict the reaction product. The product is: [NH2:54][C:55]1[CH:60]=[CH:59][CH:58]=[CH:57][C:56]=1[NH:61][C:62](=[O:73])[C:63]1[CH:68]=[CH:67][C:66]([NH:69][CH2:70][CH2:71][NH:72][C:21]([C:17]2[C:16]([CH3:24])=[C:15](/[CH:14]=[C:7]3\[C:8](=[O:13])[NH:9][C:10]4[C:6]\3=[CH:5][C:4]([N+:1]([O-:3])=[O:2])=[CH:12][CH:11]=4)[NH:19][C:18]=2[CH3:20])=[O:23])=[N:65][CH:64]=1. (2) Given the reactants [N+:1]([C:4]1[CH:9]=[CH:8][CH:7]=[CH:6][C:5]=1[S:10](Cl)(=[O:12])=[O:11])([O-:3])=[O:2].[Cl:14][C:15]1[CH:24]=[CH:23][C:22]2[C:17](=[C:18]([NH2:25])[CH:19]=[CH:20][CH:21]=2)[N:16]=1.N1C=CC=CC=1, predict the reaction product. The product is: [Cl:14][C:15]1[CH:24]=[CH:23][C:22]2[C:17](=[C:18]([NH:25][S:10]([C:5]3[CH:6]=[CH:7][CH:8]=[CH:9][C:4]=3[N+:1]([O-:3])=[O:2])(=[O:12])=[O:11])[CH:19]=[CH:20][CH:21]=2)[N:16]=1. (3) Given the reactants [Cl:1][C:2]1[CH:24]=[CH:23][C:5]([CH2:6][NH:7][C:8]([C:10]2[C:11]([OH:22])=[C:12]3[S:18][C:17]([CH2:19][OH:20])=[C:16]([CH3:21])[C:13]3=[N:14][CH:15]=2)=[O:9])=[CH:4][CH:3]=1.C(=O)([O-])[O-].[K+].[K+].I[CH2:32][C:33]([NH2:35])=[O:34].O, predict the reaction product. The product is: [NH2:35][C:33](=[O:34])[CH2:32][N:14]1[CH:15]=[C:10]([C:8]([NH:7][CH2:6][C:5]2[CH:4]=[CH:3][C:2]([Cl:1])=[CH:24][CH:23]=2)=[O:9])[C:11](=[O:22])[C:12]2[S:18][C:17]([CH2:19][OH:20])=[C:16]([CH3:21])[C:13]1=2. (4) Given the reactants [F:1][C:2]1[CH:3]=[C:4]([C:11]([F:14])([F:13])[F:12])[CH:5]=[C:6]2[C:10]=1[NH:9][CH:8]=[CH:7]2.[H-].[Na+].[CH3:17]I.O, predict the reaction product. The product is: [F:1][C:2]1[CH:3]=[C:4]([C:11]([F:14])([F:12])[F:13])[CH:5]=[C:6]2[C:10]=1[N:9]([CH3:17])[CH:8]=[CH:7]2. (5) Given the reactants [C:1]([C:5]1[CH:6]=[C:7]([C:11]2([NH:22][C:23](=[O:29])[O:24][C:25]([CH3:28])([CH3:27])[CH3:26])[CH2:16][CH2:15][C:14](=O)/[C:13](=[CH:18]/[N:19](C)C)/[CH2:12]2)[CH:8]=[CH:9][CH:10]=1)([CH3:4])([CH3:3])[CH3:2].O.[NH2:31]N, predict the reaction product. The product is: [C:1]([C:5]1[CH:6]=[C:7]([C:11]2([NH:22][C:23](=[O:29])[O:24][C:25]([CH3:26])([CH3:27])[CH3:28])[CH2:16][CH2:15][C:14]3[C:13](=[CH:18][NH:19][N:31]=3)[CH2:12]2)[CH:8]=[CH:9][CH:10]=1)([CH3:3])([CH3:2])[CH3:4]. (6) Given the reactants Br[C:2]1[CH:7]=[CH:6][C:5]([CH2:8][OH:9])=[C:4]([F:10])[CH:3]=1.[CH3:11][C:12]1([CH3:28])[C:16]([CH3:18])([CH3:17])[O:15][B:14]([B:14]2[O:15][C:16]([CH3:18])([CH3:17])[C:12]([CH3:28])([CH3:11])[O:13]2)[O:13]1.C([O-])(=O)C.[K+], predict the reaction product. The product is: [F:10][C:4]1[CH:3]=[C:2]([B:14]2[O:15][C:16]([CH3:18])([CH3:17])[C:12]([CH3:28])([CH3:11])[O:13]2)[CH:7]=[CH:6][C:5]=1[CH2:8][OH:9]. (7) Given the reactants [C:1]([O:5][C:6]([N:8]1[CH2:13][CH2:12][CH:11]([C:14]2(C)[O:23][C:17]3=[CH:18][N:19]=[C:20](Cl)[CH:21]=[C:16]3[CH2:15]2)[CH2:10][CH2:9]1)=[O:7])([CH3:4])([CH3:3])[CH3:2].[CH2:25]([O:32][C:33]([N:35]1[CH2:40][CH2:39][NH:38][CH2:37][CH2:36]1)=[O:34])[C:26]1[CH:31]=[CH:30][CH:29]=[CH:28][CH:27]=1.CC1(C)C2C(=C(P(C3C=CC=CC=3)C3C=CC=CC=3)C=CC=2)OC2C(P(C3C=CC=CC=3)C3C=CC=CC=3)=CC=CC1=2.CC([O-])(C)C.[K+], predict the reaction product. The product is: [CH2:25]([O:32][C:33]([N:35]1[CH2:40][CH2:39][N:38]([C:20]2[CH:21]=[C:16]3[CH2:15][CH:14]([CH:11]4[CH2:10][CH2:9][N:8]([C:6]([O:5][C:1]([CH3:4])([CH3:3])[CH3:2])=[O:7])[CH2:13][CH2:12]4)[O:23][C:17]3=[CH:18][N:19]=2)[CH2:37][CH2:36]1)=[O:34])[C:26]1[CH:31]=[CH:30][CH:29]=[CH:28][CH:27]=1. (8) Given the reactants [CH3:1][C:2]1[S:3][C:4]([C:10]2[CH:15]=[CH:14][CH:13]=[CH:12][CH:11]=2)=[C:5]([C:7]([OH:9])=O)[N:6]=1.CCN(C(C)C)C(C)C.CN(C(ON1N=NC2C=CC=NC1=2)=[N+](C)C)C.F[P-](F)(F)(F)(F)F.[C:49]([O:53][C:54](=[O:63])[NH:55][CH2:56][CH:57]([CH:60]1[CH2:62][CH2:61]1)[NH:58][CH3:59])([CH3:52])([CH3:51])[CH3:50], predict the reaction product. The product is: [C:49]([O:53][C:54](=[O:63])[NH:55][CH2:56][CH:57]([CH:60]1[CH2:62][CH2:61]1)[N:58]([CH3:59])[C:7]([C:5]1[N:6]=[C:2]([CH3:1])[S:3][C:4]=1[C:10]1[CH:15]=[CH:14][CH:13]=[CH:12][CH:11]=1)=[O:9])([CH3:52])([CH3:50])[CH3:51]. (9) The product is: [N+:1]([C:4]1[CH:5]=[C:6]([C:10]2[N:11]3[N:12]=[CH:17][C:16]([C:21]4[CH:22]=[CH:23][S:19][CH:20]=4)=[C:15]3[N:14]=[CH:13][CH:18]=2)[CH:7]=[CH:8][CH:9]=1)([O-:3])=[O:2]. Given the reactants [N+:1]([C:4]1[CH:5]=[C:6]([C:10]2[CH:18]=[C:13]3[N:14]=[CH:15][CH:16]=[CH:17][N:12]3[N:11]=2)[CH:7]=[CH:8][CH:9]=1)([O-:3])=[O:2].[S:19]1[CH:23]=[CH:22][C:21](B(O)O)=[CH:20]1, predict the reaction product.